This data is from Reaction yield outcomes from USPTO patents with 853,638 reactions. The task is: Predict the reaction yield, written as a fraction of the theoretical maximum amount of product (1.0 means a 100% yield; for example, 0.34 means a 34% yield). (1) The reactants are [Cl:1][C:2]1[NH:3][C:4](I)=[C:5]([N+:7]([O-:9])=[O:8])[N:6]=1.[BH4-].C([N+](CCCC)(CCCC)CCCC)CCC.Cl. The catalyst is O1CCOCC1. The product is [Cl:1][C:2]1[NH:3][CH:4]=[C:5]([N+:7]([O-:9])=[O:8])[N:6]=1. The yield is 0.725. (2) The reactants are [CH3:1][C:2]1[C:10]2[C:9](=[O:11])[CH2:8][C:7]([CH3:13])([CH3:12])[CH2:6][C:5]=2[NH:4][CH:3]=1.[H-].[Na+].F[C:17]1[CH:26]=[C:25]2[C:20]([CH:21]=[N:22][C:23]([NH2:27])=[N:24]2)=[CH:19][CH:18]=1. The catalyst is CN(C)C=O. The product is [NH2:27][C:23]1[N:22]=[CH:21][C:20]2[C:25](=[CH:26][C:17]([N:4]3[C:5]4[CH2:6][C:7]([CH3:13])([CH3:12])[CH2:8][C:9](=[O:11])[C:10]=4[C:2]([CH3:1])=[CH:3]3)=[CH:18][CH:19]=2)[N:24]=1. The yield is 0.810. (3) The reactants are [CH3:1][C@H:2]1[CH2:7][NH:6][CH2:5][CH2:4][NH:3]1.Br[C:9]1[CH:14]=[CH:13][CH:12]=[CH:11][N:10]=1. No catalyst specified. The product is [CH3:1][C@@H:2]1[NH:3][CH2:4][CH2:5][N:6]([C:9]2[CH:14]=[CH:13][CH:12]=[CH:11][N:10]=2)[CH2:7]1. The yield is 0.670. (4) The reactants are Cl[C:2]1[CH:3]=[CH:4][C:5]([S:8]([N:11]([CH2:13][C:14]2[CH:19]=[CH:18][C:17]([O:20][CH3:21])=[CH:16][CH:15]=2)[CH3:12])(=[O:10])=[O:9])=[N:6][CH:7]=1.[OH:22][CH2:23][C@@H:24]1[O:28][C:27]([C:29]2[NH:33][C:32]([C:34]3[CH:35]=[C:36]([OH:46])[CH:37]=[C:38]([O:40][C@@H:41]([CH3:45])[CH2:42][O:43][CH3:44])[CH:39]=3)=[CH:31][CH:30]=2)=[N:26][CH2:25]1.C(=O)([O-])[O-].[K+].[K+].O. The catalyst is CN(C)C=O. The product is [OH:22][CH2:23][C@@H:24]1[O:28][C:27]([C:29]2[NH:33][C:32]([C:34]3[CH:35]=[C:36]([CH:37]=[C:38]([O:40][C@@H:41]([CH3:45])[CH2:42][O:43][CH3:44])[CH:39]=3)[O:46][C:2]3[CH:3]=[CH:4][C:5]([S:8]([N:11]([CH2:13][C:14]4[CH:19]=[CH:18][C:17]([O:20][CH3:21])=[CH:16][CH:15]=4)[CH3:12])(=[O:10])=[O:9])=[N:6][CH:7]=3)=[CH:31][CH:30]=2)=[N:26][CH2:25]1. The yield is 0.270. (5) The reactants are [Br:1][C:2]1[C:11]2[C:6](=[CH:7][C:8]([C:12]3[O:16][C:15]([C:17]4[C:21]5[CH:22]=[CH:23][CH:24]=[CH:25][C:20]=5[O:19][C:18]=4[CH2:26][CH2:27][CH2:28][CH3:29])=[N:14][CH:13]=3)=[CH:9][CH:10]=2)[CH:5]=[CH:4][C:3]=1[OH:30].Br[CH2:32][C:33]#[N:34].C(=O)([O-])[O-].[Cs+].[Cs+]. The catalyst is CC(C)=O. The product is [Br:1][C:2]1[C:11]2[C:6](=[CH:7][C:8]([C:12]3[O:16][C:15]([C:17]4[C:21]5[CH:22]=[CH:23][CH:24]=[CH:25][C:20]=5[O:19][C:18]=4[CH2:26][CH2:27][CH2:28][CH3:29])=[N:14][CH:13]=3)=[CH:9][CH:10]=2)[CH:5]=[CH:4][C:3]=1[O:30][CH2:32][C:33]#[N:34]. The yield is 0.910. (6) The reactants are [C:1]1(=[O:11])[NH:5][C:4](=[O:6])[C:3]2=[CH:7][CH:8]=[CH:9][CH:10]=[C:2]12.[K].[CH2:13]([C@H:15]1[O:17][CH2:16]1)Cl. The catalyst is [Cl-].C([N+](C)(C)C)C1C=CC=CC=1.C(O)(C)(C)C. The product is [CH2:13]([C:10]1[CH:9]=[CH:8][CH:7]=[C:3]2[C:4]([NH:5][C:1](=[O:11])[C:2]=12)=[O:6])[C@@H:15]1[O:17][CH2:16]1. The yield is 0.720. (7) The reactants are [I:1][C:2]1[CH:9]=[CH:8][CH:7]=[CH:6][C:3]=1[CH2:4][OH:5]. The catalyst is ClCCl.[O-2].[Mn+2]. The product is [I:1][C:2]1[CH:9]=[CH:8][CH:7]=[CH:6][C:3]=1[CH:4]=[O:5]. The yield is 0.910. (8) The reactants are [Cl:1][C:2]1[N:20]=[CH:19][C:5]2[C:6]3[N:7]([CH:11]=[C:12]([C:14]4[NH:15][CH:16]=[CH:17][N:18]=4)[N:13]=3)[CH2:8][CH2:9][O:10][C:4]=2[CH:3]=1.C([O-])([O-])=O.[Cs+].[Cs+].[CH:27](I)([CH3:29])[CH3:28]. The catalyst is CN(C)C=O.O.CCOC(C)=O. The product is [Cl:1][C:2]1[N:20]=[CH:19][C:5]2[C:6]3[N:7]([CH:11]=[C:12]([C:14]4[N:18]([CH:27]([CH3:29])[CH3:28])[CH:17]=[CH:16][N:15]=4)[N:13]=3)[CH2:8][CH2:9][O:10][C:4]=2[CH:3]=1. The yield is 0.480. (9) The reactants are CC1(C)C(C)(C)OB([C:9]2[CH:10]=[C:11]([C:15]3([C:18]([O:20][CH2:21][CH3:22])=[O:19])[CH2:17][CH2:16]3)[CH:12]=[CH:13][CH:14]=2)O1.Br[C:25]1[CH:30]=[CH:29][C:28]([N:31]2[C:35]([NH:36][C:37](=[O:47])[O:38][C@@H:39]([C:41]3[CH:46]=[CH:45][CH:44]=[CH:43][CH:42]=3)[CH3:40])=[C:34]([CH3:48])[N:33]=[N:32]2)=[CH:27][CH:26]=1.C1(P(C2CCCCC2)C2C=CC=CC=2C2C(OC)=CC=CC=2OC)CCCCC1.P([O-])([O-])([O-])=O.[K+].[K+].[K+]. The catalyst is [Cl-].[Na+].O.C([O-])(=O)C.[Pd+2].C([O-])(=O)C.O.C1(C)C=CC=CC=1. The product is [CH2:21]([O:20][C:18]([C:15]1([C:11]2[CH:10]=[C:9]([C:25]3[CH:26]=[CH:27][C:28]([N:31]4[C:35]([NH:36][C:37]([O:38][C@@H:39]([C:41]5[CH:46]=[CH:45][CH:44]=[CH:43][CH:42]=5)[CH3:40])=[O:47])=[C:34]([CH3:48])[N:33]=[N:32]4)=[CH:29][CH:30]=3)[CH:14]=[CH:13][CH:12]=2)[CH2:16][CH2:17]1)=[O:19])[CH3:22]. The yield is 0.566.